From a dataset of Catalyst prediction with 721,799 reactions and 888 catalyst types from USPTO. Predict which catalyst facilitates the given reaction. (1) Reactant: [Cl:1][C:2]1[N:3]=[C:4]2[C:15]([CH3:16])=[CH:14][CH:13]=[CH:12][N:5]2[C:6](=[O:11])[C:7]=1[N+:8]([O-])=O.[Cl-].[Cl-].[Ca+2].O. Product: [NH2:8][C:7]1[C:6](=[O:11])[N:5]2[CH:12]=[CH:13][CH:14]=[C:15]([CH3:16])[C:4]2=[N:3][C:2]=1[Cl:1]. The catalyst class is: 186. (2) Reactant: [C:1]([O:5][C:6]([NH:8][C@@H:9]([C:17]([OH:19])=O)[CH2:10][C:11]1[CH:16]=[CH:15][CH:14]=[CH:13][CH:12]=1)=[O:7])([CH3:4])([CH3:3])[CH3:2].[NH:20]1[CH2:25][CH2:24][O:23][CH2:22][CH2:21]1. Product: [N:20]1([CH2:11][CH2:10][CH2:9][NH:8][C:17](=[O:19])[C@@H:9]([CH2:10][C:11]2[CH:12]=[CH:13][CH:14]=[CH:15][CH:16]=2)[NH:8][C:6]([O:5][C:1]([CH3:2])([CH3:3])[CH3:4])=[O:7])[CH2:25][CH2:24][O:23][CH2:22][CH2:21]1. The catalyst class is: 1. (3) The catalyst class is: 17. Product: [C:52]([O:44][C:43]1[CH:42]=[CH:41][C:25]([CH2:26][NH:27]/[CH:28]=[C:29]2\[C:30](=[O:40])[NH:31][C:32](=[O:39])[C:33]3[C:38]\2=[CH:37][CH:36]=[CH:35][CH:34]=3)=[CH:24][C:23]=1[O:22][C:17](=[O:21])[CH3:18])(=[O:54])[CH3:53]. Reactant: BrC1C=C2C(=CC=1)C=NC/C/2=C\NCC1C=C[CH:18]=[C:17]([OH:21])C=1.[OH:22][C:23]1[CH:24]=[C:25]([CH:41]=[CH:42][C:43]=1[OH:44])[CH2:26][NH:27][CH:28]=[C:29]1[C:38]2[C:33](=[CH:34][CH:35]=[CH:36][CH:37]=2)[C:32](=[O:39])[NH:31][C:30]1=[O:40].C(N(CC)CC)C.[C:52](Cl)(=[O:54])[CH3:53]. (4) Reactant: [CH:1]1([NH:6][C:7](=[O:34])[C@H:8]([NH:12][CH2:13][C:14]2[CH:19]=[CH:18][N:17]=[C:16]3[N:20](C(OC(C)(C)C)=O)[CH:21]=[C:22]([C:23]([O:25]C)=[O:24])[C:15]=23)[CH:9]([CH3:11])[CH3:10])[CH2:5][CH2:4][CH2:3][CH2:2]1.[OH-].[Na+]. Product: [CH:1]1([NH:6][C:7](=[O:34])[C@H:8]([NH:12][CH2:13][C:14]2[CH:19]=[CH:18][N:17]=[C:16]3[NH:20][CH:21]=[C:22]([C:23]([OH:25])=[O:24])[C:15]=23)[CH:9]([CH3:11])[CH3:10])[CH2:2][CH2:3][CH2:4][CH2:5]1. The catalyst class is: 5.